Dataset: Forward reaction prediction with 1.9M reactions from USPTO patents (1976-2016). Task: Predict the product of the given reaction. Given the reactants C(NC(C)C)(C)C.C([Li])CCC.[CH3:13][O:14][C:15](=[O:40])[C:16]1[CH:21]=[CH:20][C:19]([C:22]2[CH2:26][C:25]([C:31]3[CH:36]=[C:35]([Cl:37])[CH:34]=[C:33]([Cl:38])[CH:32]=3)([C:27]([F:30])([F:29])[F:28])[O:24][N:23]=2)=[CH:18][C:17]=1[CH3:39].[CH:41](=[O:43])[CH3:42], predict the reaction product. The product is: [CH3:13][O:14][C:15](=[O:40])[C:16]1[CH:21]=[CH:20][C:19]([C:22]2[CH:26]([CH:41]([OH:43])[CH3:42])[C:25]([C:31]3[CH:32]=[C:33]([Cl:38])[CH:34]=[C:35]([Cl:37])[CH:36]=3)([C:27]([F:30])([F:28])[F:29])[O:24][N:23]=2)=[CH:18][C:17]=1[CH3:39].